Dataset: Reaction yield outcomes from USPTO patents with 853,638 reactions. Task: Predict the reaction yield, written as a fraction of the theoretical maximum amount of product (1.0 means a 100% yield; for example, 0.34 means a 34% yield). (1) The reactants are [CH2:1]([N:8](C)[C:9]1[N:13]([C:14]2[N:22]=[C:21]3[C:17]([N:18]=[C:19]([CH2:24][N:25]4[CH2:30][CH2:29][CH:28]([C:31]([OH:34])([CH3:33])[CH3:32])[CH2:27][CH2:26]4)[N:20]3[CH3:23])=[C:16]([N:35]3[CH2:40][CH2:39][O:38][CH2:37][CH2:36]3)[N:15]=2)[C:12]2[CH:41]=[CH:42][CH:43]=[CH:44][C:11]=2[N:10]=1)C1C=CC=CC=1.C(O)(=O)C. The catalyst is [Pd].C(O)C. The product is [CH3:23][N:20]1[C:19]([CH2:24][N:25]2[CH2:30][CH2:29][CH:28]([C:31]([OH:34])([CH3:33])[CH3:32])[CH2:27][CH2:26]2)=[N:18][C:17]2[C:21]1=[N:22][C:14]([N:13]1[C:12]3[CH:41]=[CH:42][CH:43]=[CH:44][C:11]=3[N:10]=[C:9]1[NH:8][CH3:1])=[N:15][C:16]=2[N:35]1[CH2:36][CH2:37][O:38][CH2:39][CH2:40]1. The yield is 0.170. (2) The reactants are [CH3:1][O:2][C:3]1[CH:4]=[C:5]2[C:10](=[CH:11][CH:12]=1)[C:9]([OH:13])=[CH:8][CH:7]=[CH:6]2.N1C=CC=CC=1.[F:20][C:21]([F:34])([F:33])[S:22](O[S:22]([C:21]([F:34])([F:33])[F:20])(=[O:24])=[O:23])(=[O:24])=[O:23]. The catalyst is ClCCl. The product is [F:20][C:21]([F:34])([F:33])[S:22]([O:13][C:9]1[C:10]2[C:5](=[CH:4][C:3]([O:2][CH3:1])=[CH:12][CH:11]=2)[CH:6]=[CH:7][CH:8]=1)(=[O:24])=[O:23]. The yield is 0.810. (3) The reactants are Cl[C:2]1[C:11]2[C:6](=[CH:7][CH:8]=[CH:9][CH:10]=2)[N:5]=[CH:4][C:3]=1[N+:12]([O-:14])=[O:13].C(N(CC)CC)C.[NH2:22][CH2:23][C:24]1([OH:34])[CH2:33][CH2:32][C:27]2([O:31][CH2:30][CH2:29][O:28]2)[CH2:26][CH2:25]1. The catalyst is ClCCl.O. The product is [N+:12]([C:3]1[CH:4]=[N:5][C:6]2[C:11]([C:2]=1[NH:22][CH2:23][C:24]1([OH:34])[CH2:33][CH2:32][C:27]3([O:31][CH2:30][CH2:29][O:28]3)[CH2:26][CH2:25]1)=[CH:10][CH:9]=[CH:8][CH:7]=2)([O-:14])=[O:13]. The yield is 0.720. (4) The reactants are [NH2:1][C:2]1[CH:7]=[CH:6][C:5]([C:8]#[C:9][C:10]2[N:11]([CH2:23][CH3:24])[C:12]3[C:17]([C:18]=2[C:19]#[N:20])=[CH:16][CH:15]=[C:14]([O:21][CH3:22])[CH:13]=3)=[CH:4][CH:3]=1.[Cl:25][CH2:26][CH2:27][N:28]=[C:29]=[O:30]. The catalyst is C1(C)C=CC=CC=1.CC(C)=O. The product is [Cl:25][CH2:26][CH2:27][NH:28][C:29]([NH:1][C:2]1[CH:7]=[CH:6][C:5]([C:8]#[C:9][C:10]2[N:11]([CH2:23][CH3:24])[C:12]3[C:17]([C:18]=2[C:19]#[N:20])=[CH:16][CH:15]=[C:14]([O:21][CH3:22])[CH:13]=3)=[CH:4][CH:3]=1)=[O:30]. The yield is 0.540. (5) The reactants are C[O:2][C:3](=[O:44])[C@H:4]([NH:24][C:25]([N:27]1[CH2:32][CH2:31][CH:30]([N:33]2[CH2:42][C:41]3[C:36](=[CH:37][CH:38]=[CH:39][CH:40]=3)[NH:35][C:34]2=[O:43])[CH2:29][CH2:28]1)=[O:26])[CH2:5][C:6]1[CH:7]=[C:8]2[C:12](=[CH:13][CH:14]=1)[N:11]([S:15]([CH2:18][CH2:19][Si:20]([CH3:23])([CH3:22])[CH3:21])(=[O:17])=[O:16])[N:10]=[CH:9]2.O.[OH-].[Li+].Cl. The catalyst is O1CCCC1.CO.O. The product is [O:43]=[C:34]1[N:33]([CH:30]2[CH2:29][CH2:28][N:27]([C:25]([NH:24][C@H:4]([CH2:5][C:6]3[CH:7]=[C:8]4[C:12](=[CH:13][CH:14]=3)[N:11]([S:15]([CH2:18][CH2:19][Si:20]([CH3:21])([CH3:23])[CH3:22])(=[O:17])=[O:16])[N:10]=[CH:9]4)[C:3]([OH:44])=[O:2])=[O:26])[CH2:32][CH2:31]2)[CH2:42][C:41]2[C:36](=[CH:37][CH:38]=[CH:39][CH:40]=2)[NH:35]1. The yield is 0.900.